This data is from Reaction yield outcomes from USPTO patents with 853,638 reactions. The task is: Predict the reaction yield, written as a fraction of the theoretical maximum amount of product (1.0 means a 100% yield; for example, 0.34 means a 34% yield). (1) The reactants are [CH2:1]([SH:9])[CH2:2][CH2:3][CH2:4][CH2:5][CH2:6][CH2:7][CH3:8].C1C(=O)N(Cl)C(=O)C1.[C:18]1([Zn]Br)[CH:23]=[CH:22][CH:21]=[CH:20][CH:19]=1. No catalyst specified. The product is [CH2:1]([S:9][C:18]1[CH:23]=[CH:22][CH:21]=[CH:20][CH:19]=1)[CH2:2][CH2:3][CH2:4][CH2:5][CH2:6][CH2:7][CH3:8]. The yield is 0.820. (2) The reactants are [Cl:1][C:2]1[CH:12]=[C:11](Br)[CH:10]=[CH:9][C:3]=1[C:4]([O:6][CH2:7][CH3:8])=[O:5].[CH:14]([B-](F)(F)F)=[CH2:15].[K+].C(=O)([O-])[O-].[K+].[K+]. The catalyst is CS(C)=O.O. The product is [Cl:1][C:2]1[CH:12]=[C:11]([CH:14]=[CH2:15])[CH:10]=[CH:9][C:3]=1[C:4]([O:6][CH2:7][CH3:8])=[O:5]. The yield is 0.690. (3) The reactants are [F:1][C:2]([F:12])([F:11])[C:3]1[CH:10]=[CH:9][C:6]([C:7]#[N:8])=[CH:5][CH:4]=1.[N-:13]=[N+:14]=[N-:15].[Na+].[Cl-].[NH4+]. The catalyst is CN(C=O)C. The product is [F:1][C:2]([F:11])([F:12])[C:3]1[CH:10]=[CH:9][C:6]([C:7]2[N:13]=[N:14][NH:15][N:8]=2)=[CH:5][CH:4]=1. The yield is 0.770. (4) The reactants are [Si:1]([O:8][CH2:9][C:10]1[N:11]([CH3:25])[C:12]2[CH:13]=[CH:14][C:15]3[CH:23]([OH:24])[CH2:22][CH2:21][CH2:20][CH2:19][C:16]=3[C:17]=2[CH:18]=1)([C:4]([CH3:7])([CH3:6])[CH3:5])([CH3:3])[CH3:2].C([O-])(O)=O.[Na+].CC(OI1(OC(C)=O)(OC(C)=O)OC(=O)C2C=CC=CC1=2)=O. The catalyst is C(Cl)Cl. The product is [Si:1]([O:8][CH2:9][C:10]1[N:11]([CH3:25])[C:12]2[CH:13]=[CH:14][C:15]3[C:23](=[O:24])[CH2:22][CH2:21][CH2:20][CH2:19][C:16]=3[C:17]=2[CH:18]=1)([C:4]([CH3:7])([CH3:6])[CH3:5])([CH3:3])[CH3:2]. The yield is 0.720. (5) The reactants are [N+:1]([C:4]1[CH:5]=[N:6][CH:7]=[CH:8][C:9]=1[C:10]1[CH2:15][CH2:14][C:13](=[O:16])[CH2:12][CH:11]=1)([O-:3])=[O:2].[BH4-].[Na+]. The catalyst is CO. The product is [N+:1]([C:4]1[CH:5]=[N:6][CH:7]=[CH:8][C:9]=1[C:10]1[CH2:15][CH2:14][CH:13]([OH:16])[CH2:12][CH:11]=1)([O-:3])=[O:2]. The yield is 0.850.